From a dataset of Full USPTO retrosynthesis dataset with 1.9M reactions from patents (1976-2016). Predict the reactants needed to synthesize the given product. (1) Given the product [Cl:51][C:52]1[CH:53]=[CH:54][C:55]([CH:58]2[C:62]3[N:63]([CH:78]([CH3:80])[CH3:79])[C:64]([C:66]4[NH:67][CH:68]=[CH:69][CH:70]=4)=[N:65][C:61]=3[C:60](=[O:81])[N:59]2[C:82]2[CH:87]=[C:86]([CH3:88])[C:85](=[O:89])[N:84]([CH3:90])[CH:83]=2)=[CH:56][CH:57]=1, predict the reactants needed to synthesize it. The reactants are: BrC1N(C(C)C)C2C(C3C=CC(Cl)=CC=3)N(C3C=C(C)C(=O)N(C)C=3)C(=O)C=2N=1.C(N1C=CC=C1B1OC(C)(C)C(C)(C)O1)(OC(C)(C)C)=O.[Cl:51][C:52]1[CH:57]=[CH:56][C:55]([CH:58]2[C:62]3[N:63]([CH:78]([CH3:80])[CH3:79])[C:64]([C:66]4[N:67](C(OC(C)(C)C)=O)[CH:68]=[CH:69][CH:70]=4)=[N:65][C:61]=3[C:60](=[O:81])[N:59]2[C:82]2[CH:87]=[C:86]([CH3:88])[C:85](=[O:89])[N:84]([CH3:90])[CH:83]=2)=[CH:54][CH:53]=1. (2) The reactants are: [F:1][CH:2]1[CH2:19][N:18]([C:20]([O:22][C:23]([CH3:26])([CH3:25])[CH3:24])=[O:21])[CH2:17][CH2:16][C:3]21[C:7](=[O:8])[N:6]([C:9]1[CH2:10][O:11][C:12](=[O:15])[C:13]=1[CH3:14])[CH2:5][CH2:4]2.FC(F)(F)C(O)=O. Given the product [F:1][CH:2]1[CH2:19][NH:18][CH2:17][CH2:16][C:3]21[C:7](=[O:8])[N:6]([C:9]1[CH2:10][O:11][C:12](=[O:15])[C:13]=1[CH3:14])[CH2:5][CH2:4]2.[F:1][CH:2]1[CH2:19][N:18]([C:20]([O:22][C:23]([CH3:26])([CH3:25])[CH3:24])=[O:21])[CH2:17][CH2:16][C:3]21[C:7](=[O:8])[N:6]([C:9]1[CH2:10][O:11][C:12](=[O:15])[C:13]=1[CH3:14])[CH2:5][CH2:4]2, predict the reactants needed to synthesize it. (3) The reactants are: [Cl:1][C:2]1[CH:7]=[CH:6][C:5]([C:8]2[N:9]=[C:10]3[CH:15]=[CH:14][C:13](I)=[CH:12][N:11]3[CH:17]=2)=[CH:4][CH:3]=1.[CH:18]([C:20]1[O:24][C:23](B(O)O)=[CH:22][CH:21]=1)=[O:19].C(=O)([O-])[O-].[K+].[K+].C(O)C. Given the product [Cl:1][C:2]1[CH:7]=[CH:6][C:5]([C:8]2[N:9]=[C:10]3[CH:15]=[CH:14][C:13]([C:23]4[O:24][C:20]([CH:18]=[O:19])=[CH:21][CH:22]=4)=[CH:12][N:11]3[CH:17]=2)=[CH:4][CH:3]=1, predict the reactants needed to synthesize it. (4) Given the product [NH:23]1[CH:27]=[N:26][C:3]([CH2:9][C:10]2[CH:15]=[CH:14][C:13]([C:16]#[N:17])=[CH:12][CH:11]=2)=[N:24]1, predict the reactants needed to synthesize it. The reactants are: C1C(C#N)=CC=[C:3]([CH:9](N2N=CN=C2)[C:10]2[CH:11]=[CH:12][C:13]([C:16]#[N:17])=[CH:14][CH:15]=2)C=1.[NH:23]1[CH:27]=[N:26]C=[N:24]1.